Predict the reactants needed to synthesize the given product. From a dataset of Full USPTO retrosynthesis dataset with 1.9M reactions from patents (1976-2016). (1) The reactants are: [NH:1]1[C:9]2[C:4](=[N:5][CH:6]=[CH:7][CH:8]=2)[CH:3]=[CH:2]1.[H-].[Na+].[Cl:12][C:13]1[CH:14]=[C:15]([C:22]([CH3:32])([CH3:31])[CH2:23][C:24]2([C:27]([F:30])([F:29])[F:28])[CH2:26][O:25]2)[C:16]2[O:20][CH2:19][CH2:18][C:17]=2[CH:21]=1. Given the product [Cl:12][C:13]1[CH:14]=[C:15]([C:22]([CH3:32])([CH3:31])[CH2:23][C:24]([CH2:26][N:1]2[C:9]3[C:4](=[N:5][CH:6]=[CH:7][CH:8]=3)[CH:3]=[CH:2]2)([OH:25])[C:27]([F:28])([F:29])[F:30])[C:16]2[O:20][CH2:19][CH2:18][C:17]=2[CH:21]=1, predict the reactants needed to synthesize it. (2) Given the product [CH2:2]([CH:3]([O:6][C:10]1[C:15]([CH3:16])=[C:14]([O:17][C:18]2[C:19]([CH3:26])=[CH:20][C:21]([CH3:25])=[CH:22][C:23]=2[CH3:24])[N:13]=[C:12]([CH3:27])[N:11]=1)[CH2:4][CH3:5])[CH3:1], predict the reactants needed to synthesize it. The reactants are: [CH3:1][CH2:2][CH:3]([OH:6])[CH2:4][CH3:5].[H-].[Na+].Cl[C:10]1[C:15]([CH3:16])=[C:14]([O:17][C:18]2[C:23]([CH3:24])=[CH:22][C:21]([CH3:25])=[CH:20][C:19]=2[CH3:26])[N:13]=[C:12]([CH3:27])[N:11]=1. (3) Given the product [NH:1]1[CH:5]=[CH:4][N:3]=[C:2]1[NH:6][C:8]1[C:17]2=[N:18][NH:19][CH:20]=[C:16]2[C:15]2[CH:14]=[C:13]([O:30][CH3:31])[CH:12]=[CH:11][C:10]=2[N:9]=1, predict the reactants needed to synthesize it. The reactants are: [NH:1]1[CH:5]=[CH:4][N:3]=[C:2]1[NH2:6].Cl[C:8]1[C:17]2=[N:18][N:19](CC3C=CC(OC)=CC=3)[CH:20]=[C:16]2[C:15]2[CH:14]=[C:13]([O:30][CH3:31])[CH:12]=[CH:11][C:10]=2[N:9]=1. (4) Given the product [O:22]=[S:23]1(=[O:44])[N:30]([C:31]2[C:36]([Cl:37])=[CH:35][C:34]([Cl:38])=[CH:33][C:32]=2[Cl:39])[CH2:29][C:26]2([CH2:27][CH2:28]2)[CH2:25][N:24]1[CH2:40][C:41]([NH:64][CH:59]1[CH:58]2[CH2:57][C:56]3([C:19]([NH2:15])=[O:68])[CH2:10][CH:8]([CH2:7][CH:60]1[CH2:61]3)[CH2:9]2)=[O:42], predict the reactants needed to synthesize it. The reactants are: Cl.C12(N)CC3[CH2:7][CH:8]([CH2:10]C(C3)C1)[CH2:9]2.CC[N:15]([CH:19](C)C)C(C)C.[O:22]=[S:23]1(=[O:44])[N:30]([C:31]2[C:36]([Cl:37])=[CH:35][C:34]([Cl:38])=[CH:33][C:32]=2[Cl:39])[CH2:29][C:26]2([CH2:28][CH2:27]2)[CH2:25][N:24]1[CH2:40][C:41](O)=[O:42].CCN=C=NCCCN(C)C.[CH:56]1[CH:57]=[CH:58][C:59]2[N:64](O)N=N[C:60]=2[CH:61]=1.CS(C)=[O:68]. (5) Given the product [OH:34][CH2:33][C@H:28]([NH:27][C:19]1[C:20]2[S:25][C:24](=[O:26])[NH:23][C:21]=2[N:22]=[C:17]([S:16][CH:40]([C:42]2[CH:47]=[CH:46][CH:45]=[CH:44][C:43]=2[C:48]([F:49])([F:50])[F:51])[CH3:41])[N:18]=1)[CH2:29][CH:30]([CH3:31])[CH3:32], predict the reactants needed to synthesize it. The reactants are: [OH:34][CH2:33][C@H:28]([NH:27][C:19]1[C:20]2[S:25][C:24](=[O:26])[NH:23][C:21]=2[N:22]=[C:17]([S:16][S:16][C:17]2[N:18]=[C:19]([NH:27][C@@H:28]([CH2:33][OH:34])[CH2:29][CH:30]([CH3:32])[CH3:31])[C:20]3[S:25][C:24](=[O:26])[NH:23][C:21]=3[N:22]=2)[N:18]=1)[CH2:29][CH:30]([CH3:32])[CH3:31].Br[CH:40]([C:42]1[CH:47]=[CH:46][CH:45]=[CH:44][C:43]=1[C:48]([F:51])([F:50])[F:49])[CH3:41].